Predict the reaction yield, written as a fraction of the theoretical maximum amount of product (1.0 means a 100% yield; for example, 0.34 means a 34% yield). From a dataset of Reaction yield outcomes from USPTO patents with 853,638 reactions. (1) The reactants are [Br:1][C:2]1[CH:3]=[CH:4][C:5]2[C:11](=[O:12])[CH2:10][CH2:9][CH2:8][O:7][C:6]=2[CH:13]=1.C1CCCCC1.CO[CH:22](OC)[N:23]([CH3:25])[CH3:24]. No catalyst specified. The product is [Br:1][C:2]1[CH:3]=[CH:4][C:5]2[C:11](=[O:12])/[C:10](=[CH:22]/[N:23]([CH3:25])[CH3:24])/[CH2:9][CH2:8][O:7][C:6]=2[CH:13]=1. The yield is 0.860. (2) The reactants are [F:1][C:2]([F:13])([F:12])[C:3]1[CH:4]=[C:5]([CH:7]=[CH:8][C:9]=1[C:10]#[N:11])[NH2:6].[C:14]1(=O)[O:19][C:17](=[O:18])[CH:16]=[CH:15]1. The catalyst is C(O)(=O)C. The product is [O:18]=[C:17]1[CH:16]=[CH:15][C:14](=[O:19])[N:6]1[C:5]1[CH:7]=[CH:8][C:9]([C:10]#[N:11])=[C:3]([C:2]([F:12])([F:13])[F:1])[CH:4]=1. The yield is 0.610. (3) The reactants are O[CH2:2][CH:3]1[CH2:8][CH2:7][CH2:6][N:5]([CH3:9])[CH2:4]1.N1C=CC=CC=1.[Br:16]P(Br)(C1C=CC=CC=1)(C1C=CC=CC=1)C1C=CC=CC=1. The catalyst is C(#N)C. The product is [Br:16][CH2:2][CH:3]1[CH2:8][CH2:7][CH2:6][N:5]([CH3:9])[CH2:4]1. The yield is 1.00. (4) The reactants are I[C:2]1[C:10]2[C:5](=[CH:6][C:7]([N+:11]([O-:13])=[O:12])=[CH:8][CH:9]=2)[N:4]([CH2:14][O:15][CH2:16][CH2:17][Si:18]([CH3:21])([CH3:20])[CH3:19])[N:3]=1.[N:22]1[CH:27]=[CH:26][C:25](B(O)O)=[CH:24][CH:23]=1.O1CCOCC1.C([O-])([O-])=O.[Na+].[Na+]. The catalyst is CCOC(C)=O.O.C1C=CC([P]([Pd]([P](C2C=CC=CC=2)(C2C=CC=CC=2)C2C=CC=CC=2)([P](C2C=CC=CC=2)(C2C=CC=CC=2)C2C=CC=CC=2)[P](C2C=CC=CC=2)(C2C=CC=CC=2)C2C=CC=CC=2)(C2C=CC=CC=2)C2C=CC=CC=2)=CC=1. The product is [N+:11]([C:7]1[CH:6]=[C:5]2[C:10]([C:2]([C:25]3[CH:26]=[CH:27][N:22]=[CH:23][CH:24]=3)=[N:3][N:4]2[CH2:14][O:15][CH2:16][CH2:17][Si:18]([CH3:21])([CH3:20])[CH3:19])=[CH:9][CH:8]=1)([O-:13])=[O:12]. The yield is 0.840. (5) The reactants are C[N:2]1[C:7](=[O:8])[C:6]2=[C:9]([S:26][CH3:27])[N:10]([CH2:12][C:13]3[CH:18]=[CH:17][C:16]([C:19]4[CH:24]=[CH:23][CH:22]=[C:21]([F:25])[N:20]=4)=[CH:15][CH:14]=3)[N:11]=[C:5]2[N:4]2[C@H:28]3[CH2:33][CH2:32][CH2:31][C@H:29]3[N:30]=[C:3]12.P12(SP3(SP(SP(S3)(S1)=S)(=S)S2)=S)=S.N. The catalyst is CO. The product is [CH3:27][S:26][C:9]1[N:10]([CH2:12][C:13]2[CH:18]=[CH:17][C:16]([C:19]3[CH:24]=[CH:23][CH:22]=[C:21]([F:25])[N:20]=3)=[CH:15][CH:14]=2)[N:11]=[C:5]2[N:4]3[C@H:28]4[CH2:33][CH2:32][CH2:31][C@H:29]4[N:30]=[C:3]3[NH:2][C:7](=[O:8])[C:6]=12. The yield is 0.440.